From a dataset of Full USPTO retrosynthesis dataset with 1.9M reactions from patents (1976-2016). Predict the reactants needed to synthesize the given product. Given the product [Br:1][C:2]1[CH:7]=[CH:6][C:5]([C:8]([OH:20])=[O:18])=[C:4]([N+:9]([O-:11])=[O:10])[CH:3]=1, predict the reactants needed to synthesize it. The reactants are: [Br:1][C:2]1[CH:7]=[CH:6][C:5]([CH3:8])=[C:4]([N+:9]([O-:11])=[O:10])[CH:3]=1.N1C=CC=CC=1.[OH2:18].[Mn]([O-])(=O)(=O)=[O:20].[K+].